Dataset: Experimentally validated miRNA-target interactions with 360,000+ pairs, plus equal number of negative samples. Task: Binary Classification. Given a miRNA mature sequence and a target amino acid sequence, predict their likelihood of interaction. (1) The miRNA is hsa-miR-22-3p with sequence AAGCUGCCAGUUGAAGAACUGU. The protein sequence of the target gene is MAAGRAQVPSSEQAWLEDAQVFIQKTLCPAVKEPNVQLTPLVIDCVKTVWLSQGRNQGSTLPLSYSFVSVQDLKTHQRLPCCSHLSWSSSAYQAWAQEAGPNGNPLPREQLLLLGTLTDLSADLEQECRNGSLYVRDNTGVLSCELIDLDLSWLGHLFLFPRWSYLPPARWNSSGEGHLELWDAPVPVFPLTISPGPVTPIPVLYPESASCLLRLRNKLRGVQRNLAGSLVRLSALVKSKQKAYFILSLGRSHPAVTHVSIIVQVPAQLVWHRALRPGTAYVLTELRVSKIRGQRQHVWM.... Result: 1 (interaction). (2) The miRNA is hsa-miR-3184-5p with sequence UGAGGGGCCUCAGACCGAGCUUUU. The protein sequence of the target gene is MTSTSKGILRPFLIVCIILGCFMACLLIYIKPTNSWVFSPMESASSVLKMKNFFSTKTDYFNETTILVWVWPFGQTFDLTSCQAMFNIQGCHLTTDRSLYNKSHAVLIHHRDISWDLTNLPQQARPPFQKWIWMNLESPTHTPQKSGIEHLFNLTLTYRRDSDIQVPYGFLTVSTNPFVFEVPSKEKLVCWVVSNWNPEHARVKYYNELSKSIEIHTYGQAFGEYVNDKNLIPTISTCKFYLSFENSIHKDYITEKLYNAFLAGSVPVVLGPSRENYENYIPADSFIHVEDFNSPSELAK.... Result: 0 (no interaction). (3) The miRNA is mmu-miR-1941-3p with sequence CAUCUUAGCAGUAUCUCCCAU. The protein sequence of the target gene is MQVSKRMLAGGVRSMPSPLLACWQPILLLVLGSVLSGSATGCPPRCECSAQDRAVLCHRKRFVAVPEGIPTETRLLDLGKNRIKTLNQDEFASFPHLEELELNENIVSAVEPGAFNNLFNLRTLGLRSNRLKLIPLGVFTGLSNLTKLDISENKIVILLDYMFQDLYNLKSLEVGDNDLVYISHRAFSGLNSLEQLTLEKCNLTSIPTEALSHLHGLIVLRLRHLNINAIRDYSFKRLYRLKVLEISHWPYLDTMTPNCLYGLNLTSLSITHCNLTAVPYLAVRHLVYLRFLNLSYNPIS.... Result: 0 (no interaction). (4) The miRNA is hsa-miR-127-5p with sequence CUGAAGCUCAGAGGGCUCUGAU. The protein sequence of the target gene is MSAEVPEAASAEEQKEMEDKVTSPEKAEEAKLKARYPHLGQKPGGSDFLRKRLQKGQKYFDSGDYNMAKAKMKNKQLPTAAPDKTEVTGDHIPTPQDLPQRKPSLVASKLAG. Result: 1 (interaction). (5) The miRNA is hsa-miR-6791-3p with sequence UGCCUCCUUGGUCUCCGGCAG. The protein sequence of the target gene is MIPKEQKGPVMAAMGDLTEPVPTLDLGKKLSVPQDLMMEELSLRNNRGSLLFQKRQRRVQKFTFELAASQRAMLAGSARRKVTGTAESGTVANANGPEGPNYRSELHIFPASPGASLGGPEGAHPAAAPAGCVPSPSALAPGYAEPLKGVPPEKFNHTAISKGYRCPWQEFVSYRDYQSDGRSHTPSPNDYRNFNKTPVPFGGPLVGGTFPRPGTPFIPEPLSGLELLRLRPSFNRVAQGWVRNLPESEEL. Result: 1 (interaction).